Binary Classification. Given a drug SMILES string, predict its activity (active/inactive) in a high-throughput screening assay against a specified biological target. From a dataset of HIV replication inhibition screening data with 41,000+ compounds from the AIDS Antiviral Screen. (1) The compound is CC1=C(C(=O)CC(=O)C(=O)NC2C3CC4CC(C3)CC2C4)Sc2ccccc2N1. The result is 0 (inactive). (2) The drug is C=C1CCCC(=NNC(N)=O)C12CC2. The result is 0 (inactive). (3) The compound is [O+]#C[Mo+2]1234(C#[O+])(C#[O+])([CH-]c5ccccc5)C5=C1[C-]2C3=C54. The result is 0 (inactive).